Dataset: Catalyst prediction with 721,799 reactions and 888 catalyst types from USPTO. Task: Predict which catalyst facilitates the given reaction. (1) Reactant: CC1(C)C(C)(C)OB([C:9]2[CH:17]=[C:16]([C:18]([F:21])([F:20])[F:19])[CH:15]=[C:14]3[C:10]=2[CH:11]=[N:12][NH:13]3)O1.Br[C:24]1[C:25]([CH3:36])=[N:26][N:27]([CH2:30][C:31]2([CH3:35])[CH2:34][O:33][CH2:32]2)[C:28]=1[CH3:29].[C:37](=[O:40])(O)[O-:38].[Na+]. Product: [C:37]([OH:38])([C:18]([F:21])([F:20])[F:19])=[O:40].[CH3:36][C:25]1[C:24]([C:9]2[CH:17]=[C:16]([C:18]([F:19])([F:20])[F:21])[CH:15]=[C:14]3[C:10]=2[CH:11]=[N:12][NH:13]3)=[C:28]([CH3:29])[N:27]([CH2:30][C:31]2([CH3:35])[CH2:34][O:33][CH2:32]2)[N:26]=1. The catalyst class is: 294. (2) Reactant: [CH:1]1([NH2:7])[CH2:6][CH2:5][CH2:4][CH2:3][CH2:2]1.C(N(CC)CC)C.Br[C:16]([C:24]1[CH:29]=[CH:28][CH:27]=[CH:26][CH:25]=1)=[C:17]([N+:22]#[C-:23])[C:18]([O:20][CH3:21])=[O:19]. Product: [CH:1]1([N:7]2[C:16]([C:24]3[CH:25]=[CH:26][CH:27]=[CH:28][CH:29]=3)=[C:17]([C:18]([O:20][CH3:21])=[O:19])[N:22]=[CH:23]2)[CH2:6][CH2:5][CH2:4][CH2:3][CH2:2]1. The catalyst class is: 3. (3) Reactant: [F:1][C:2]([F:21])([F:20])[O:3][C:4]1[CH:9]=[CH:8][C:7]([C:10]2[O:14][C:13]([C:15](OCC)=[O:16])=[N:12][CH:11]=2)=[CH:6][CH:5]=1.O.[NH2:23][NH2:24]. Product: [F:1][C:2]([F:21])([F:20])[O:3][C:4]1[CH:9]=[CH:8][C:7]([C:10]2[O:14][C:13]([C:15]([NH:23][NH2:24])=[O:16])=[N:12][CH:11]=2)=[CH:6][CH:5]=1. The catalyst class is: 14. (4) Reactant: [NH2:1][C:2]1[C:7]([N+:8]([O-:10])=[O:9])=[CH:6][C:5]([N+:11]([O-:13])=[O:12])=[C:4]([N:14]([CH2:17][CH3:18])[CH2:15][CH3:16])[CH:3]=1.[CH3:19][O:20][C:21]1[CH:29]=[CH:28][CH:27]=[CH:26][C:22]=1[C:23](Cl)=[O:24].O. Product: [CH2:15]([N:14]([CH2:17][CH3:18])[C:4]1[C:5]([N+:11]([O-:13])=[O:12])=[CH:6][C:7]([N+:8]([O-:10])=[O:9])=[C:2]([NH:1][C:23](=[O:24])[C:22]2[CH:26]=[CH:27][CH:28]=[CH:29][C:21]=2[O:20][CH3:19])[CH:3]=1)[CH3:16]. The catalyst class is: 17.